From a dataset of TCR-epitope binding with 47,182 pairs between 192 epitopes and 23,139 TCRs. Binary Classification. Given a T-cell receptor sequence (or CDR3 region) and an epitope sequence, predict whether binding occurs between them. The epitope is LLFGYPVYV. The TCR CDR3 sequence is CSVEDPGLAGTDEQYF. Result: 0 (the TCR does not bind to the epitope).